From a dataset of Catalyst prediction with 721,799 reactions and 888 catalyst types from USPTO. Predict which catalyst facilitates the given reaction. (1) Reactant: [CH:1]([C:3]1[CH:4]=[C:5]([C:9]2[NH:10][C:11]3[CH:12]=[CH:13][CH:14]=[C:15]4[C:21](=[O:22])[NH:20][CH2:19][CH2:18][C:17]=2[C:16]=34)[CH:6]=[CH:7][CH:8]=1)=O.[CH3:23][NH:24][CH3:25].C([BH3-])#N.[Na+].Cl. Product: [CH3:23][N:24]([CH2:1][C:3]1[CH:4]=[C:5]([C:9]2[NH:10][C:11]3[CH:12]=[CH:13][CH:14]=[C:15]4[C:21](=[O:22])[NH:20][CH2:19][CH2:18][C:17]=2[C:16]=34)[CH:6]=[CH:7][CH:8]=1)[CH3:25]. The catalyst class is: 466. (2) Reactant: [CH2:1]([O:3][C:4](=[O:26])[CH2:5][O:6][C:7]1[C:16]2[C:11](=[CH:12][CH:13]=[CH:14][CH:15]=2)[C:10]([N:17](C(OC(C)(C)C)=O)[CH3:18])=[CH:9][CH:8]=1)[CH3:2].C(O)(C(F)(F)F)=O. Product: [CH2:1]([O:3][C:4](=[O:26])[CH2:5][O:6][C:7]1[C:16]2[C:11](=[CH:12][CH:13]=[CH:14][CH:15]=2)[C:10]([NH:17][CH3:18])=[CH:9][CH:8]=1)[CH3:2]. The catalyst class is: 2. (3) Reactant: [Cl:1][C:2]1[N:11]=[CH:10][C:9]2[NH:8][CH2:7][C@@H:6]3[CH2:12][O:13][CH2:14][CH2:15][N:5]3[C:4]=2[N:3]=1.CC(C)([O-])C.[Na+].Br[CH2:23][CH2:24][CH:25]1[O:29][CH2:28][CH2:27][O:26]1. Product: [O:26]1[CH2:27][CH2:28][O:29][CH:25]1[CH2:24][CH2:23][N:8]1[CH2:7][C@@H:6]2[CH2:12][O:13][CH2:14][CH2:15][N:5]2[C:4]2[N:3]=[C:2]([Cl:1])[N:11]=[CH:10][C:9]1=2. The catalyst class is: 16. (4) Reactant: [Si]([O:8][CH2:9][C@@H:10]([N:12]1[C:20]2[C:19]([CH3:21])=[C:18]([CH3:22])[N:17]=[C:16]([Cl:23])[C:15]=2[N:14]=[C:13]1[CH2:24][Cl:25])[CH3:11])(C(C)(C)C)(C)C.[F-].C([N+](CCCC)(CCCC)CCCC)CCC.C([O-])(O)=O.[Na+].C(Cl)Cl. Product: [Cl:23][C:16]1[C:15]2[N:14]=[C:13]([CH2:24][Cl:25])[N:12]([C@@H:10]([CH3:11])[CH2:9][OH:8])[C:20]=2[C:19]([CH3:21])=[C:18]([CH3:22])[N:17]=1. The catalyst class is: 1. (5) Reactant: C(N(S(F)(F)[F:7])CC)C.[Cl:10][C:11]1[N:16]=[CH:15][N:14]=[C:13]([CH2:17]O)[CH:12]=1. Product: [Cl:10][C:11]1[CH:12]=[C:13]([CH2:17][F:7])[N:14]=[CH:15][N:16]=1. The catalyst class is: 2.